From a dataset of NCI-60 drug combinations with 297,098 pairs across 59 cell lines. Regression. Given two drug SMILES strings and cell line genomic features, predict the synergy score measuring deviation from expected non-interaction effect. (1) Drug 1: CC1CCC2CC(C(=CC=CC=CC(CC(C(=O)C(C(C(=CC(C(=O)CC(OC(=O)C3CCCCN3C(=O)C(=O)C1(O2)O)C(C)CC4CCC(C(C4)OC)OCCO)C)C)O)OC)C)C)C)OC. Drug 2: CN(C(=O)NC(C=O)C(C(C(CO)O)O)O)N=O. Cell line: UO-31. Synergy scores: CSS=10.4, Synergy_ZIP=-2.11, Synergy_Bliss=4.94, Synergy_Loewe=-10.4, Synergy_HSA=2.66. (2) Drug 1: CC(C1=C(C=CC(=C1Cl)F)Cl)OC2=C(N=CC(=C2)C3=CN(N=C3)C4CCNCC4)N. Drug 2: COC1=C2C(=CC3=C1OC=C3)C=CC(=O)O2. Cell line: SF-539. Synergy scores: CSS=4.82, Synergy_ZIP=4.37, Synergy_Bliss=12.1, Synergy_Loewe=0.618, Synergy_HSA=2.06. (3) Drug 1: C1CCN(CC1)CCOC2=CC=C(C=C2)C(=O)C3=C(SC4=C3C=CC(=C4)O)C5=CC=C(C=C5)O. Drug 2: COCCOC1=C(C=C2C(=C1)C(=NC=N2)NC3=CC=CC(=C3)C#C)OCCOC.Cl. Cell line: OVCAR-8. Synergy scores: CSS=4.90, Synergy_ZIP=-2.39, Synergy_Bliss=-3.01, Synergy_Loewe=-6.86, Synergy_HSA=-5.19. (4) Drug 1: C1CCC(C1)C(CC#N)N2C=C(C=N2)C3=C4C=CNC4=NC=N3. Drug 2: CN(CCCl)CCCl.Cl. Cell line: RXF 393. Synergy scores: CSS=10.9, Synergy_ZIP=-4.36, Synergy_Bliss=0.899, Synergy_Loewe=-11.5, Synergy_HSA=1.32. (5) Drug 1: CC(C1=C(C=CC(=C1Cl)F)Cl)OC2=C(N=CC(=C2)C3=CN(N=C3)C4CCNCC4)N. Drug 2: C1=CC(=CC=C1CC(C(=O)O)N)N(CCCl)CCCl.Cl. Cell line: SF-268. Synergy scores: CSS=22.9, Synergy_ZIP=-2.23, Synergy_Bliss=4.99, Synergy_Loewe=-2.04, Synergy_HSA=0.592.